Dataset: Full USPTO retrosynthesis dataset with 1.9M reactions from patents (1976-2016). Task: Predict the reactants needed to synthesize the given product. Given the product [CH3:4][CH2:5][C:6]([C:9]([O:11][C@@H:12]1[C@@H:17]2[C@@H:18]([CH2:23][CH2:24][C@H:25]3[O:31][C:29](=[O:30])[CH2:28][C@H:27]([OH:32])[CH2:26]3)[C@@H:19]([CH3:22])[CH:20]=[CH:21][C:16]2=[CH:15][C@H:14]([CH3:33])[CH2:13]1)=[O:10])([CH3:8])[CH3:7].[Ca:2], predict the reactants needed to synthesize it. The reactants are: [OH-].[Ca+2:2].[OH-].[CH3:4][CH2:5][C:6]([C:9]([O:11][C@@H:12]1[C@@H:17]2[C@@H:18]([CH2:23][CH2:24][C@H:25]3[O:31][C:29](=[O:30])[CH2:28][C@H:27]([OH:32])[CH2:26]3)[C@@H:19]([CH3:22])[CH:20]=[CH:21][C:16]2=[CH:15][C@H:14]([CH3:33])[CH2:13]1)=[O:10])([CH3:8])[CH3:7].